Dataset: NCI-60 drug combinations with 297,098 pairs across 59 cell lines. Task: Regression. Given two drug SMILES strings and cell line genomic features, predict the synergy score measuring deviation from expected non-interaction effect. (1) Drug 1: CC1=C2C(C(=O)C3(C(CC4C(C3C(C(C2(C)C)(CC1OC(=O)C(C(C5=CC=CC=C5)NC(=O)OC(C)(C)C)O)O)OC(=O)C6=CC=CC=C6)(CO4)OC(=O)C)O)C)O. Drug 2: CC(C)CN1C=NC2=C1C3=CC=CC=C3N=C2N. Cell line: SW-620. Synergy scores: CSS=23.8, Synergy_ZIP=-5.29, Synergy_Bliss=-8.71, Synergy_Loewe=-8.44, Synergy_HSA=-4.39. (2) Drug 1: CC1=C2C(C(=O)C3(C(CC4C(C3C(C(C2(C)C)(CC1OC(=O)C(C(C5=CC=CC=C5)NC(=O)OC(C)(C)C)O)O)OC(=O)C6=CC=CC=C6)(CO4)OC(=O)C)OC)C)OC. Drug 2: N.N.Cl[Pt+2]Cl. Cell line: M14. Synergy scores: CSS=38.9, Synergy_ZIP=2.09, Synergy_Bliss=-0.796, Synergy_Loewe=-38.4, Synergy_HSA=-2.02. (3) Drug 1: C1=NC(=NC(=O)N1C2C(C(C(O2)CO)O)O)N. Drug 2: CN(C(=O)NC(C=O)C(C(C(CO)O)O)O)N=O. Cell line: HCT-15. Synergy scores: CSS=8.31, Synergy_ZIP=0.141, Synergy_Bliss=2.05, Synergy_Loewe=-23.7, Synergy_HSA=-0.256. (4) Drug 1: CC12CCC3C(C1CCC2=O)CC(=C)C4=CC(=O)C=CC34C. Drug 2: CN1C(=O)N2C=NC(=C2N=N1)C(=O)N. Cell line: M14. Synergy scores: CSS=32.4, Synergy_ZIP=3.54, Synergy_Bliss=1.89, Synergy_Loewe=-3.60, Synergy_HSA=-2.48. (5) Drug 1: C1=CC=C(C=C1)NC(=O)CCCCCCC(=O)NO. Drug 2: CS(=O)(=O)CCNCC1=CC=C(O1)C2=CC3=C(C=C2)N=CN=C3NC4=CC(=C(C=C4)OCC5=CC(=CC=C5)F)Cl. Cell line: SF-268. Synergy scores: CSS=-1.17, Synergy_ZIP=4.04, Synergy_Bliss=4.43, Synergy_Loewe=-4.04, Synergy_HSA=2.02. (6) Drug 1: CCCS(=O)(=O)NC1=C(C(=C(C=C1)F)C(=O)C2=CNC3=C2C=C(C=N3)C4=CC=C(C=C4)Cl)F. Drug 2: C1C(C(OC1N2C=NC3=C2NC=NCC3O)CO)O. Cell line: HS 578T. Synergy scores: CSS=10.6, Synergy_ZIP=1.69, Synergy_Bliss=7.90, Synergy_Loewe=2.12, Synergy_HSA=1.50. (7) Cell line: HCT116. Drug 1: CC12CCC3C(C1CCC2NC(=O)OCC(F)(F)F)CCC4C3(C=CC(=O)N4C)C. Synergy scores: CSS=47.3, Synergy_ZIP=3.06, Synergy_Bliss=3.10, Synergy_Loewe=-9.86, Synergy_HSA=5.51. Drug 2: C1=CC=C(C=C1)NC(=O)CCCCCCC(=O)NO. (8) Drug 1: C1=CC(=CC=C1CC(C(=O)O)N)N(CCCl)CCCl.Cl. Drug 2: CCN(CC)CCCC(C)NC1=C2C=C(C=CC2=NC3=C1C=CC(=C3)Cl)OC. Cell line: HOP-62. Synergy scores: CSS=31.8, Synergy_ZIP=-10.6, Synergy_Bliss=-2.45, Synergy_Loewe=-7.24, Synergy_HSA=-3.25.